From a dataset of Full USPTO retrosynthesis dataset with 1.9M reactions from patents (1976-2016). Predict the reactants needed to synthesize the given product. (1) Given the product [CH3:33][O:32][C:25]1[CH:26]=[C:27]([O:30][CH3:31])[CH:28]=[CH:29][C:24]=1[CH2:23][N:13]1[C:14](=[O:22])[C:15]([C:18]([OH:20])=[O:19])=[C:16]([OH:17])[C:11]2[CH2:10][CH2:9][CH2:8][CH2:7][C:6]3[CH:34]=[C:2]([N:35]4[CH2:39][CH2:38][CH2:37][CH2:36]4)[CH:3]=[CH:4][C:5]=3[C:12]1=2, predict the reactants needed to synthesize it. The reactants are: Cl[C:2]1[CH:3]=[CH:4][C:5]2[C:12]3[N:13]([CH2:23][C:24]4[CH:29]=[CH:28][C:27]([O:30][CH3:31])=[CH:26][C:25]=4[O:32][CH3:33])[C:14](=[O:22])[C:15]([C:18]([O:20]C)=[O:19])=[C:16]([OH:17])[C:11]=3[CH2:10][CH2:9][CH2:8][CH2:7][C:6]=2[CH:34]=1.[NH:35]1[CH2:39][CH2:38][CH2:37][CH2:36]1.C(O[Na])(C)(C)C. (2) The reactants are: C([Si](C)(C)[O:6][CH2:7][CH2:8][N:9]1[CH:13]([CH3:14])[C:12](=[O:15])[N:11]([C:16]2[CH:21]=[C:20]([CH2:22][C:23]3[C:32]4[C:27](=[CH:28][CH:29]=[CH:30][CH:31]=4)[C:26](=[O:33])[NH:25][N:24]=3)[CH:19]=[CH:18][C:17]=2[F:34])[C:10]1=[O:35])(C)(C)C.CCCC[N+](CCCC)(CCCC)CCCC.[F-].C(OCC)(=O)C.CO. Given the product [F:34][C:17]1[CH:18]=[CH:19][C:20]([CH2:22][C:23]2[C:32]3[C:27](=[CH:28][CH:29]=[CH:30][CH:31]=3)[C:26](=[O:33])[NH:25][N:24]=2)=[CH:21][C:16]=1[N:11]1[C:12](=[O:15])[CH:13]([CH3:14])[N:9]([CH2:8][CH2:7][OH:6])[C:10]1=[O:35], predict the reactants needed to synthesize it. (3) The reactants are: [NH:1]([C:6]([O:8][C:9]([CH3:12])([CH3:11])[CH3:10])=[O:7])[CH2:2][C:3]([OH:5])=O.CC1C=CC(S(O)(=O)=O)=CC=1.[CH:24]1[CH:29]=[CH:28][C:27]([CH2:30][O:31][C:32]([CH2:34][NH2:35])=[O:33])=[CH:26][CH:25]=1.C1C=CC2N(O)N=NC=2C=1.CCN=C=NCCCN(C)C.Cl.CN1CCOCC1. Given the product [NH:1]([C:6]([O:8][C:9]([CH3:12])([CH3:11])[CH3:10])=[O:7])[CH2:2][C:3]([NH:35][CH2:34][C:32]([O:31][CH2:30][C:27]1[CH:28]=[CH:29][CH:24]=[CH:25][CH:26]=1)=[O:33])=[O:5], predict the reactants needed to synthesize it. (4) Given the product [Cl:1][C:2]1[CH:10]=[CH:9][C:8]([C:11]2[CH:12]=[CH:13][C:14]3[O:18][C:17]([C:19]4[CH:20]=[CH:21][C:22]([F:25])=[CH:23][CH:24]=4)=[C:16]([C:26]([NH:27][CH3:28])=[O:29])[C:15]=3[CH:30]=2)=[CH:7][C:3]=1[C:4](=[O:5])[NH:40][C:37]1([C:32]2[CH:33]=[CH:34][CH:35]=[CH:36][N:31]=2)[CH2:39][CH2:38]1, predict the reactants needed to synthesize it. The reactants are: [Cl:1][C:2]1[CH:10]=[CH:9][C:8]([C:11]2[CH:12]=[CH:13][C:14]3[O:18][C:17]([C:19]4[CH:24]=[CH:23][C:22]([F:25])=[CH:21][CH:20]=4)=[C:16]([C:26](=[O:29])[NH:27][CH3:28])[C:15]=3[CH:30]=2)=[CH:7][C:3]=1[C:4](O)=[O:5].[N:31]1[CH:36]=[CH:35][CH:34]=[CH:33][C:32]=1[C:37]1([NH2:40])[CH2:39][CH2:38]1.CN(C=O)C.CN(C(ON1N=NC2C=CC=NC1=2)=[N+](C)C)C.F[P-](F)(F)(F)(F)F. (5) Given the product [Cl:21][C:18]1[CH:17]=[CH:16][C:15]([C:11]2[CH:12]=[CH:13][CH:14]=[C:9]([C@@H:7]3[CH2:8][C@H:6]3[C:4]([OH:5])=[O:3])[CH:10]=2)=[CH:20][CH:19]=1, predict the reactants needed to synthesize it. The reactants are: C([O:3][C:4]([C@@H:6]1[CH2:8][C@H:7]1[C:9]1[CH:10]=[C:11]([C:15]2[CH:20]=[CH:19][C:18]([Cl:21])=[CH:17][CH:16]=2)[CH:12]=[CH:13][CH:14]=1)=[O:5])C.[OH-].[K+].O. (6) Given the product [Br:1][C:2]1[CH:3]=[CH:4][C:5]([CH:8]2[NH:9][CH2:10][CH2:11][N:12]([C:20]([C:19]3[CH:23]=[C:15]([Cl:14])[C:16]([OH:25])=[CH:17][C:18]=3[OH:24])=[O:21])[CH2:13]2)=[CH:6][CH:7]=1, predict the reactants needed to synthesize it. The reactants are: [Br:1][C:2]1[CH:7]=[CH:6][C:5]([CH:8]2[CH2:13][NH:12][CH2:11][CH2:10][NH:9]2)=[CH:4][CH:3]=1.[Cl:14][C:15]1[C:16]([OH:25])=[CH:17][C:18]([OH:24])=[C:19]([CH:23]=1)[C:20](O)=[O:21].C(N(C(C)C)CC)(C)C.P(F)(F)(F)(F)F.N1(OC(N(C)C)=[N+](C)C)C2N=CC=CC=2N=N1.C([O-])(O)=O.[Na+].